Predict the reaction yield, written as a fraction of the theoretical maximum amount of product (1.0 means a 100% yield; for example, 0.34 means a 34% yield). From a dataset of Reaction yield outcomes from USPTO patents with 853,638 reactions. (1) The reactants are [CH3:1][C:2]1[O:3][C:4]2[C:10]([C:11]([O:13]C)=[O:12])=[CH:9][CH:8]=[C:7](/[CH:15]=[CH:16]/[C:17](=[O:34])[NH:18][CH:19]([C:24]3[CH:29]=[CH:28][CH:27]=[C:26]([C:30]([F:33])([F:32])[F:31])[CH:25]=3)[C:20]([F:23])([F:22])[F:21])[C:5]=2[CH:6]=1.[OH-].[Na+].Cl. The catalyst is C1COCC1. The product is [CH3:1][C:2]1[O:3][C:4]2[C:10]([C:11]([OH:13])=[O:12])=[CH:9][CH:8]=[C:7](/[CH:15]=[CH:16]/[C:17](=[O:34])[NH:18][CH:19]([C:24]3[CH:29]=[CH:28][CH:27]=[C:26]([C:30]([F:32])([F:31])[F:33])[CH:25]=3)[C:20]([F:21])([F:22])[F:23])[C:5]=2[CH:6]=1. The yield is 0.870. (2) The yield is 0.800. The reactants are [N+:1]([C:4]1[CH:21]=[CH:20][C:7]2[N:8]=[C:9]([NH:11][C:12](=[O:19])[C:13]3[CH:18]=[CH:17][N:16]=[CH:15][CH:14]=3)[S:10][C:6]=2[CH:5]=1)([O-])=O.CN(C)C=O. The product is [NH2:1][C:4]1[CH:21]=[CH:20][C:7]2[N:8]=[C:9]([NH:11][C:12](=[O:19])[C:13]3[CH:14]=[CH:15][N:16]=[CH:17][CH:18]=3)[S:10][C:6]=2[CH:5]=1. The catalyst is C(OCC)(=O)C.[Pd]. (3) The reactants are [NH2:1][C:2]1[C:7]2[C:8]([C:18]([NH:20][CH3:21])=[O:19])=[C:9]([C:11]3[CH:16]=[CH:15][C:14]([F:17])=[CH:13][CH:12]=3)[O:10][C:6]=2[CH:5]=[CH:4][C:3]=1[C:22]1[CH:27]=[CH:26][CH:25]=[C:24]([C:28](=[O:39])[NH:29][C:30]([C:33]2[CH:38]=[CH:37][CH:36]=[CH:35][CH:34]=2)([CH3:32])[CH3:31])[CH:23]=1.[C:40](Cl)(=[O:42])[CH3:41]. The catalyst is N1C=CC=CC=1. The product is [C:40]([NH:1][C:2]1[C:7]2[C:8]([C:18]([NH:20][CH3:21])=[O:19])=[C:9]([C:11]3[CH:16]=[CH:15][C:14]([F:17])=[CH:13][CH:12]=3)[O:10][C:6]=2[CH:5]=[CH:4][C:3]=1[C:22]1[CH:27]=[CH:26][CH:25]=[C:24]([C:28](=[O:39])[NH:29][C:30]([C:33]2[CH:34]=[CH:35][CH:36]=[CH:37][CH:38]=2)([CH3:32])[CH3:31])[CH:23]=1)(=[O:42])[CH3:41]. The yield is 0.340.